From a dataset of Reaction yield outcomes from USPTO patents with 853,638 reactions. Predict the reaction yield, written as a fraction of the theoretical maximum amount of product (1.0 means a 100% yield; for example, 0.34 means a 34% yield). (1) The reactants are [F:1][C:2]1[CH:9]=[C:8]([C:10]2[CH:15]=[CH:14][N:13]=[C:12]3[NH:16][C:17]([C:19]4[CH:20]=[N:21][N:22]([CH3:24])[CH:23]=4)=[N:18][C:11]=23)[CH:7]=[CH:6][C:3]=1[CH2:4][NH2:5].[C:25]([O:29][C:30]([N:32]1[CH2:37][CH2:36][O:35][C:34]2[C:38](I)=[N:39][CH:40]=[CH:41][C:33]1=2)=[O:31])([CH3:28])([CH3:27])[CH3:26].CC(C)([O-])C.[Na+].C1(P(C2C=CC=CC=2)C2C=CC3C(=CC=CC=3)C=2C2C3C(=CC=CC=3)C=CC=2P(C2C=CC=CC=2)C2C=CC=CC=2)C=CC=CC=1. The catalyst is C1C=CC(/C=C/C(/C=C/C2C=CC=CC=2)=O)=CC=1.C1C=CC(/C=C/C(/C=C/C2C=CC=CC=2)=O)=CC=1.[Pd]. The product is [C:25]([O:29][C:30]([N:32]1[CH2:37][CH2:36][O:35][C:34]2[C:38]([NH:5][CH2:4][C:3]3[CH:6]=[CH:7][C:8]([C:10]4[CH:15]=[CH:14][N:13]=[C:12]5[NH:16][C:17]([C:19]6[CH:20]=[N:21][N:22]([CH3:24])[CH:23]=6)=[N:18][C:11]=45)=[CH:9][C:2]=3[F:1])=[N:39][CH:40]=[CH:41][C:33]1=2)=[O:31])([CH3:28])([CH3:26])[CH3:27]. The yield is 0.130. (2) The product is [Cl:1][C:2]1[C:6]([N:7]([CH2:8][CH3:9])[C:29](=[O:30])[CH2:28][CH2:27][S:26][CH2:25][CH2:24][C:23]([F:33])([F:32])[F:22])=[CH:5][N:4]([C:10]2[CH:11]=[N:12][CH:13]=[CH:14][CH:15]=2)[N:3]=1. The catalyst is C(Cl)Cl.CN(C)C1C=CN=CC=1. The yield is 0.890. The reactants are [Cl:1][C:2]1[C:6]([NH:7][CH2:8][CH3:9])=[CH:5][N:4]([C:10]2[CH:11]=[N:12][CH:13]=[CH:14][CH:15]=2)[N:3]=1.N1C=CC=CC=1.[F:22][C:23]([F:33])([F:32])[CH2:24][CH2:25][S:26][CH2:27][CH2:28][C:29](Cl)=[O:30].O. (3) The reactants are Cl.[O:2]1[C:8]2[CH:9]=[CH:10][C:11]([C:13]3[CH:14]=[C:15]4[N:21]=[C:20]([NH2:22])[S:19][C:16]4=[N:17][CH:18]=3)=[CH:12][C:7]=2[CH2:6][NH:5][CH2:4][CH2:3]1.Cl[C:24]1[C:29]([CH:30]([CH3:32])[CH3:31])=[C:28]([CH3:33])[N:27]=[C:26]([NH2:34])[N:25]=1.C(N(C(C)C)CC)(C)C. The catalyst is CN1C(=O)CCC1.O. The product is [NH2:34][C:26]1[N:25]=[C:24]([N:5]2[CH2:6][C:7]3[CH:12]=[C:11]([C:13]4[CH:14]=[C:15]5[N:21]=[C:20]([NH2:22])[S:19][C:16]5=[N:17][CH:18]=4)[CH:10]=[CH:9][C:8]=3[O:2][CH2:3][CH2:4]2)[C:29]([CH:30]([CH3:31])[CH3:32])=[C:28]([CH3:33])[N:27]=1. The yield is 0.340. (4) The reactants are C([O:4][CH2:5][C:6]1[C:11]([N:12]2[CH2:24][CH2:23][N:15]3[C:16]4[CH2:17][CH2:18][CH2:19][CH2:20][C:21]=4[CH:22]=[C:14]3[C:13]2=[O:25])=[CH:10][C:9]([F:26])=[CH:8][C:7]=1[C:27]1[CH:32]=[C:31]([NH:33][C:34]2[CH:39]=[CH:38][C:37]([N:40]3[CH2:45][CH2:44][N:43]([CH3:46])[CH:42]([CH2:47][F:48])[CH2:41]3)=[CH:36][N:35]=2)[C:30](=[O:49])[N:29]([CH3:50])[CH:28]=1)(=O)C.O[Li].O. The catalyst is CC(O)C.C1COCC1.O. The product is [F:26][C:9]1[CH:8]=[C:7]([C:27]2[CH:32]=[C:31]([NH:33][C:34]3[CH:39]=[CH:38][C:37]([N:40]4[CH2:45][CH2:44][N:43]([CH3:46])[CH:42]([CH2:47][F:48])[CH2:41]4)=[CH:36][N:35]=3)[C:30](=[O:49])[N:29]([CH3:50])[CH:28]=2)[C:6]([CH2:5][OH:4])=[C:11]([N:12]2[CH2:24][CH2:23][N:15]3[C:16]4[CH2:17][CH2:18][CH2:19][CH2:20][C:21]=4[CH:22]=[C:14]3[C:13]2=[O:25])[CH:10]=1. The yield is 0.930. (5) The reactants are [CH:1]([C:3]1[CH:4]=[C:5](B(O)O)[CH:6]=[CH:7][CH:8]=1)=[O:2].[C:12]1([O:19][CH3:20])[C:13](=[CH:15][CH:16]=[CH:17][CH:18]=1)[OH:14].N1C=CC=CC=1. The catalyst is ClCCl.CC([O-])=O.CC([O-])=O.[Cu+2]. The product is [CH3:20][O:19][C:12]1[CH:18]=[CH:17][CH:16]=[CH:15][C:13]=1[O:14][C:5]1[CH:4]=[C:3]([CH:8]=[CH:7][CH:6]=1)[CH:1]=[O:2]. The yield is 0.230. (6) The reactants are [CH2:1]([N:3]([CH2:6]C)CC)[CH3:2].[CH3:8][C@H:9]1[CH2:18][CH2:17][C:16]2[C:11](=[CH:12][CH:13]=[C:14]([CH:23]3[CH2:28][CH2:27][NH:26][CH2:25][CH2:24]3)[C:15]=2[O:19][CH2:20][CH2:21][CH3:22])[N:10]1[C:29](=[O:31])[CH3:30].ClC(Cl)([O:35]C(=O)OC(Cl)(Cl)Cl)Cl.N1C=CC=CC=1.C(N)C. The catalyst is ClCCl. The product is [C:29]([N:10]1[C:11]2[C:16](=[C:15]([O:19][CH2:20][CH2:21][CH3:22])[C:14]([CH:23]3[CH2:28][CH2:27][N:26]([C:6]([NH:3][CH2:1][CH3:2])=[O:35])[CH2:25][CH2:24]3)=[CH:13][CH:12]=2)[CH2:17][CH2:18][C@@H:9]1[CH3:8])(=[O:31])[CH3:30]. The yield is 0.610. (7) The reactants are [CH:1]1([C:7]2[C:8]3[CH:9]=[CH:10][C:11]([C:39](O)=[O:40])=[CH:12][C:13]=3[N:14]3[CH2:20][C:19]([C:21]([N:23]4[CH2:28][CH2:27][CH:26]([N:29]5[CH2:34][CH2:33][O:32][CH2:31][CH2:30]5)[CH2:25][CH2:24]4)=[O:22])=[CH:18][C:17]4[CH:35]=[CH:36][CH:37]=[CH:38][C:16]=4[C:15]=23)[CH2:6][CH2:5][CH2:4][CH2:3][CH2:2]1.C(N(CC)C(C)C)(C)C.[NH2:51][CH2:52][C:53]1[CH:58]=[CH:57][CH:56]=[CH:55][N:54]=1.Cl.CN(C)CCCN=C=NCC.ON1C2C=CC=CC=2N=N1. The catalyst is C(Cl)Cl. The product is [CH:1]1([C:7]2[C:8]3[CH:9]=[CH:10][C:11]([C:39]([NH:51][CH2:52][C:53]4[CH:58]=[CH:57][CH:56]=[CH:55][N:54]=4)=[O:40])=[CH:12][C:13]=3[N:14]3[CH2:20][C:19]([C:21]([N:23]4[CH2:28][CH2:27][CH:26]([N:29]5[CH2:34][CH2:33][O:32][CH2:31][CH2:30]5)[CH2:25][CH2:24]4)=[O:22])=[CH:18][C:17]4[CH:35]=[CH:36][CH:37]=[CH:38][C:16]=4[C:15]=23)[CH2:6][CH2:5][CH2:4][CH2:3][CH2:2]1. The yield is 0.510. (8) The reactants are [CH3:1][CH:2]([CH3:6])[C:3](Cl)=[O:4].[C:7](#[N:11])[CH2:8][C:9]#[N:10].C(N(CC)CC)C.S(=O)(=O)(O)O. The catalyst is C1(C)C=CC=CC=1.O. The product is [CH3:1][CH:2]([CH3:6])[C:3]([CH:8]([C:7]#[N:11])[C:9]#[N:10])=[O:4]. The yield is 0.880. (9) The reactants are [CH3:1][O:2][C:3]1[C:15]2[C:14]3[C:13]([C:16]([O:18][CH3:19])=[O:17])=[CH:12][CH:11]=[CH:10][C:9]=3[NH:8][C:7]=2[CH:6]=[C:5]2[CH:20]=[CH:21][CH:22]=[CH:23][C:4]=12.[H-].[Na+]. The catalyst is CN(C=O)C. The product is [CH2:23]([N:8]1[C:7]2[CH:6]=[C:5]3[CH:20]=[CH:21][CH:22]=[CH:23][C:4]3=[C:3]([O:2][CH3:1])[C:15]=2[C:14]2[C:13]([C:16]([O:18][CH3:19])=[O:17])=[CH:12][CH:11]=[CH:10][C:9]1=2)[C:4]1[CH:5]=[CH:6][CH:7]=[CH:15][CH:3]=1. The yield is 0.860. (10) The reactants are CC(C)(C)C([NH:5][C:6]1[C:11]([CH2:12][CH2:13][C:14]([O:16][CH2:17]CCC)=O)=[CH:10][CH:9]=[C:8]([O:21]C)[N:7]=1)=O.Cl.C([O-])([O-])=O.[K+].[K+]. The catalyst is O. The product is [CH3:17][O:16][C:14]1[N:5]=[C:6]2[C:11]([CH2:10][CH2:9][C:8](=[O:21])[NH:7]2)=[CH:12][CH:13]=1. The yield is 0.790.